The task is: Predict which catalyst facilitates the given reaction.. This data is from Catalyst prediction with 721,799 reactions and 888 catalyst types from USPTO. Reactant: [Br:1][C:2]1[C:3]([CH3:17])=[C:4]([N:8]2[C:12](=[O:13])[CH2:11][CH:10]([C:14](O)=[O:15])[CH2:9]2)[CH:5]=[CH:6][CH:7]=1.C(Cl)CCl.C1C=CC2N(O)N=[N:28]C=2C=1.N. Product: [Br:1][C:2]1[C:3]([CH3:17])=[C:4]([N:8]2[C:12](=[O:13])[CH2:11][CH:10]([C:14]([NH2:28])=[O:15])[CH2:9]2)[CH:5]=[CH:6][CH:7]=1. The catalyst class is: 56.